Dataset: Forward reaction prediction with 1.9M reactions from USPTO patents (1976-2016). Task: Predict the product of the given reaction. The product is: [Cl:3][C:16]1[N:15]([CH3:21])[C:13](=[O:14])[N:12]([CH3:11])[C:19](=[O:20])[C:18]=1[CH:8]=[O:9]. Given the reactants P(Cl)(Cl)([Cl:3])=O.CN(C)[CH:8]=[O:9].[CH3:11][N:12]1[C:19](=[O:20])[CH2:18][C:16](=O)[N:15]([CH3:21])[C:13]1=[O:14], predict the reaction product.